Dataset: Catalyst prediction with 721,799 reactions and 888 catalyst types from USPTO. Task: Predict which catalyst facilitates the given reaction. (1) Reactant: Br[C:2]1[S:10][C:9]2[C:4](=[N:5][CH:6]=[CH:7][C:8]=2[O:11][C:12]2[CH:17]=[CH:16][C:15]([N+:18]([O-:20])=[O:19])=[CH:14][C:13]=2[F:21])[CH:3]=1.[Cl:22][CH2:23][CH2:24][CH2:25][O:26][C:27]1[CH:28]=[C:29](B2OC(C)(C)C(C)(C)O2)[CH:30]=[CH:31][CH:32]=1.[F-].[Cs+].C(=O)(O)[O-].[Na+]. Product: [Cl:22][CH2:23][CH2:24][CH2:25][O:26][C:27]1[CH:32]=[C:31]([C:2]2[S:10][C:9]3[C:4](=[N:5][CH:6]=[CH:7][C:8]=3[O:11][C:12]3[CH:17]=[CH:16][C:15]([N+:18]([O-:20])=[O:19])=[CH:14][C:13]=3[F:21])[CH:3]=2)[CH:30]=[CH:29][CH:28]=1. The catalyst class is: 108. (2) Reactant: [Cl:1][C:2]1[CH:3]=[CH:4][C:5]([O:21][CH3:22])=[C:6]([C:8]2[N:12]([CH2:13][CH2:14][CH:15]([CH3:17])[CH3:16])[N:11]=[CH:10][C:9]=2[N+:18]([O-])=O)[CH:7]=1.[Cl-].[NH4+]. Product: [Cl:1][C:2]1[CH:3]=[CH:4][C:5]([O:21][CH3:22])=[C:6]([C:8]2[N:12]([CH2:13][CH2:14][CH:15]([CH3:17])[CH3:16])[N:11]=[CH:10][C:9]=2[NH2:18])[CH:7]=1. The catalyst class is: 190. (3) Reactant: [CH3:1][O:2][C:3](=[O:17])[C@@H:4]([NH:9][C:10]([O:12][C:13]([CH3:16])([CH3:15])[CH3:14])=[O:11])[CH2:5][C:6]([OH:8])=[O:7].[CH:18](O)([CH3:20])[CH3:19].C(Cl)CCl. Product: [CH3:1][O:2][C:3](=[O:17])[C@@H:4]([NH:9][C:10]([O:12][C:13]([CH3:14])([CH3:16])[CH3:15])=[O:11])[CH2:5][C:6]([O:8][CH:18]([CH3:20])[CH3:19])=[O:7]. The catalyst class is: 4. (4) Reactant: [N:1]([CH2:4][C:5]1[CH:9]=[CH:8][N:7]([C:10]2[CH:15]=[CH:14][C:13]([S:16]([CH3:19])(=[O:18])=[O:17])=[CH:12][CH:11]=2)[N:6]=1)=[N+]=[N-].O.C1C=CC(P(C2C=CC=CC=2)C2C=CC=CC=2)=CC=1. Product: [CH3:19][S:16]([C:13]1[CH:12]=[CH:11][C:10]([N:7]2[CH:8]=[CH:9][C:5]([CH2:4][NH2:1])=[N:6]2)=[CH:15][CH:14]=1)(=[O:17])=[O:18]. The catalyst class is: 12. (5) Reactant: [N:1]#N.N#N.N.N.[C:7](=[O:10])([O-:9])[NH2:8].[NH4+]. Product: [C:7](=[O:9])([O-:10])[NH2:8].[NH4+:1].[C:7](=[O:10])=[O:9].[NH3:8]. The catalyst class is: 328. (6) Reactant: Cl[C:2]1[C:7]([C:8]2[CH:13]=[CH:12][N:11]=[CH:10][CH:9]=2)=[C:6]([C:14]2[CH:19]=[CH:18][C:17]([Cl:20])=[CH:16][CH:15]=2)[CH:5]=[CH:4][N:3]=1.O.[NH2:22][NH2:23]. Product: [Cl:20][C:17]1[CH:18]=[CH:19][C:14]([C:6]2[CH:5]=[CH:4][N:3]=[C:2]([NH:22][NH2:23])[C:7]=2[C:8]2[CH:13]=[CH:12][N:11]=[CH:10][CH:9]=2)=[CH:15][CH:16]=1. The catalyst class is: 17.